Task: Predict the reactants needed to synthesize the given product.. Dataset: Full USPTO retrosynthesis dataset with 1.9M reactions from patents (1976-2016) Given the product [CH3:24][NH:25][C:19](=[O:20])[C:18](=[O:23])[CH2:17][CH2:16][CH2:15][CH2:14][CH2:13][CH2:12][S:11][C:2]1[CH:3]=[CH:4][C:5]2[C:10](=[CH:9][CH:8]=[CH:7][CH:6]=2)[CH:1]=1, predict the reactants needed to synthesize it. The reactants are: [CH:1]1[C:10]2[C:5](=[CH:6][CH:7]=[CH:8][CH:9]=2)[CH:4]=[CH:3][C:2]=1[S:11][CH2:12][CH2:13][CH2:14][CH2:15][CH2:16][CH2:17][C:18](=[O:23])[C:19](OC)=[O:20].[CH3:24][NH2:25].